This data is from Catalyst prediction with 721,799 reactions and 888 catalyst types from USPTO. The task is: Predict which catalyst facilitates the given reaction. (1) Reactant: [C:1]([C:3]1[CH:8]=[CH:7][C:6]([N:9]([CH2:16][C:17]([F:20])([F:19])[F:18])[CH2:10][CH:11]([CH3:15])[C:12]([NH2:14])=O)=[CH:5][C:4]=1[C:21]([F:24])([F:23])[F:22])#[N:2].C(Cl)(Cl)(Cl)Cl.C1(P(C2C=CC=CC=2)C2C=CC=CC=2)C=CC=CC=1. Product: [C:12]([CH:11]([CH3:15])[CH2:10][N:9]([CH2:16][C:17]([F:18])([F:19])[F:20])[C:6]1[CH:7]=[CH:8][C:3]([C:1]#[N:2])=[C:4]([C:21]([F:22])([F:24])[F:23])[CH:5]=1)#[N:14]. The catalyst class is: 26. (2) Reactant: [Cl:1][C:2]1[CH:7]=[CH:6][CH:5]=[C:4]([CH3:8])[N:3]=1.C1C(=O)N([Br:16])C(=O)C1.C(OOC(=O)C1C=CC=CC=1)(=O)C1C=CC=CC=1. Product: [Br:16][CH2:8][C:4]1[CH:5]=[CH:6][CH:7]=[C:2]([Cl:1])[N:3]=1. The catalyst class is: 53. (3) Reactant: [S:1]([OH:5])([OH:4])(=[O:3])=[O:2].[NH2:6][C:7](=[NH:14])[NH:8][CH2:9][CH2:10][CH2:11][CH2:12][NH2:13].[NH2:15][C:16](=[NH:23])[NH:17][CH2:18][CH2:19][CH2:20][CH2:21][NH2:22].[C:24]([O:29][CH2:30][CH2:31][N:32]=[C:33]=[O:34])(=[O:28])[C:25]([CH3:27])=[CH2:26]. Product: [S:1]([O-:5])([O-:4])(=[O:3])=[O:2].[C:24]([O:29][CH2:30][CH2:31][NH:32][C:33]([NH:13][CH2:12][CH2:11][CH2:10][CH2:9][NH:8][C:7]([NH2:6])=[NH2+:14])=[O:34])(=[O:28])[C:25]([CH3:27])=[CH2:26].[C:24]([O:29][CH2:30][CH2:31][NH:32][C:33]([NH:22][CH2:21][CH2:20][CH2:19][CH2:18][NH:17][C:16]([NH2:15])=[NH2+:23])=[O:34])(=[O:28])[C:25]([CH3:27])=[CH2:26]. The catalyst class is: 8. (4) Reactant: [O:1]1[CH2:5][C@@H:4]([OH:6])[C@H:3]2[O:7][CH2:8][C@@H:9]([OH:10])[C@@H:2]12.N12CCCN=C1CCCCC2.[Cl:22][C:23]1[CH:24]=[C:25]2[N:32]=[C:31](S(C)(=O)=O)[N:30]([CH2:37][O:38][CH2:39][CH2:40][Si:41]([CH3:44])([CH3:43])[CH3:42])[C:26]2=[N:27][C:28]=1[I:29]. Product: [Cl:22][C:23]1[CH:24]=[C:25]2[N:32]=[C:31]([O:6][C@H:4]3[C@H:3]4[O:7][CH2:8][C@@H:9]([OH:10])[C@H:2]4[O:1][CH2:5]3)[N:30]([CH2:37][O:38][CH2:39][CH2:40][Si:41]([CH3:44])([CH3:43])[CH3:42])[C:26]2=[N:27][C:28]=1[I:29]. The catalyst class is: 9. (5) Reactant: Cl[C:2]1[N:7]=[C:6]([C:8]2[CH:13]=[CH:12][CH:11]=[CH:10][CH:9]=2)[N:5]=[C:4]([NH:14][CH2:15][CH2:16][NH:17][C:18](=[O:20])[CH3:19])[CH:3]=1.[NH:21]1[CH2:26][CH2:25][NH:24][CH2:23][CH2:22]1.C(=O)([O-])O.[Na+]. Product: [C:8]1([C:6]2[N:5]=[C:4]([NH:14][CH2:15][CH2:16][NH:17][C:18](=[O:20])[CH3:19])[CH:3]=[C:2]([N:21]3[CH2:26][CH2:25][NH:24][CH2:23][CH2:22]3)[N:7]=2)[CH:13]=[CH:12][CH:11]=[CH:10][CH:9]=1. The catalyst class is: 16.